From a dataset of Full USPTO retrosynthesis dataset with 1.9M reactions from patents (1976-2016). Predict the reactants needed to synthesize the given product. Given the product [CH:7]1([N:6]2[C:2]([N:21]3[CH2:22][CH2:23][CH2:24][C@@H:18]([NH:17][C:15](=[O:16])[C:14]([F:25])([F:13])[F:26])[CH2:19][CH2:20]3)=[C:3]([N+:10]([O-:12])=[O:11])[CH:4]=[N:5]2)[CH2:9][CH2:8]1, predict the reactants needed to synthesize it. The reactants are: Cl[C:2]1[N:6]([CH:7]2[CH2:9][CH2:8]2)[N:5]=[CH:4][C:3]=1[N+:10]([O-:12])=[O:11].[F:13][C:14]([F:26])([F:25])[C:15]([NH:17][C@@H:18]1[CH2:24][CH2:23][CH2:22][NH:21][CH2:20][CH2:19]1)=[O:16].